Task: Regression. Given a peptide amino acid sequence and an MHC pseudo amino acid sequence, predict their binding affinity value. This is MHC class I binding data.. Dataset: Peptide-MHC class I binding affinity with 185,985 pairs from IEDB/IMGT (1) The peptide sequence is TLYCVHQRI. The MHC is HLA-B15:03 with pseudo-sequence HLA-B15:03. The binding affinity (normalized) is 0.353. (2) The MHC is Patr-B0101 with pseudo-sequence Patr-B0101. The peptide sequence is LSVEEACSL. The binding affinity (normalized) is 0.519. (3) The peptide sequence is AVSFRNLAY. The MHC is HLA-B27:05 with pseudo-sequence HLA-B27:05. The binding affinity (normalized) is 0.213.